Dataset: Forward reaction prediction with 1.9M reactions from USPTO patents (1976-2016). Task: Predict the product of the given reaction. (1) Given the reactants [CH3:1][C:2]1[N:6]([CH:7]([C:9]2[CH:14]=[CH:13][CH:12]=[CH:11][CH:10]=2)[CH3:8])[N:5]=[CH:4][C:3]=1[C:15]([O:17]C)=[O:16].O.[OH-].[Li+].O1CCCC1.Cl, predict the reaction product. The product is: [CH3:1][C:2]1[N:6]([CH:7]([C:9]2[CH:10]=[CH:11][CH:12]=[CH:13][CH:14]=2)[CH3:8])[N:5]=[CH:4][C:3]=1[C:15]([OH:17])=[O:16]. (2) Given the reactants [NH2:1][C:2]1[C:7]([C:8]2[CH:17]=[CH:16][C:11]([C:12]([O:14]C)=[O:13])=[C:10]([F:18])[CH:9]=2)=[CH:6][C:5]([Br:19])=[CH:4][N:3]=1.[Li+].[OH-].Cl.CCOC(C)=O, predict the reaction product. The product is: [NH2:1][C:2]1[C:7]([C:8]2[CH:17]=[CH:16][C:11]([C:12]([OH:14])=[O:13])=[C:10]([F:18])[CH:9]=2)=[CH:6][C:5]([Br:19])=[CH:4][N:3]=1.